This data is from Catalyst prediction with 721,799 reactions and 888 catalyst types from USPTO. The task is: Predict which catalyst facilitates the given reaction. (1) Reactant: [CH3:1][O:2][C:3](=[O:14])[C@H:4]([CH2:6][C:7]1[CH:12]=[CH:11][C:10]([OH:13])=[CH:9][CH:8]=1)[NH2:5].CO[C:17](=O)[C@@H:18]([CH2:20][C:21]1[CH:26]=CC(O)=C[CH:22]=1)N.C(Cl)(Cl)Cl.ClCCl.[O:36]1[CH2:40][CH2:39][CH2:38][CH2:37]1. Product: [CH3:1][O:2][C:3](=[O:14])[CH:4]([NH:5][C:40]([C@H:39]1[CH2:17][CH2:18][C@H:20]([CH:21]([CH3:26])[CH3:22])[CH2:37][CH2:38]1)=[O:36])[CH2:6][C:7]1[CH:8]=[CH:9][C:10]([OH:13])=[CH:11][CH:12]=1. The catalyst class is: 28. (2) Reactant: [C:1]([O:5][C:6]([N:8]1[CH2:13][CH2:12][CH:11]([CH2:14][CH2:15][CH2:16][CH:17]([O:26][Si](C(C)(C)C)(C)C)[C:18]2[O:19][C:20]([C:23]([OH:25])=[O:24])=[CH:21][N:22]=2)[CH2:10][CH2:9]1)=[O:7])([CH3:4])([CH3:3])[CH3:2].C(OC(N1CCC(CCCC(O[Si](C(C)(C)C)(C)C)C2OC=CN=2)CC1)=O)(C)(C)C.C([Li])(C)(C)C.C(=O)=O. Product: [C:1]([O:5][C:6]([N:8]1[CH2:13][CH2:12][CH:11]([CH2:14][CH2:15][CH2:16][C:17]([C:18]2[O:19][C:20]([C:23]([OH:25])=[O:24])=[CH:21][N:22]=2)=[O:26])[CH2:10][CH2:9]1)=[O:7])([CH3:4])([CH3:2])[CH3:3]. The catalyst class is: 1. (3) Reactant: Cl[C:2]1[N:13]=[CH:12][CH:11]=[CH:10][C:3]=1[C:4]([NH:6][CH2:7][C:8]#[CH:9])=[O:5].[CH3:14][O:15][C:16]1[CH:22]=[CH:21][C:20]([O:23][CH3:24])=[CH:19][C:17]=1[NH2:18]. The catalyst class is: 196. Product: [CH3:14][O:15][C:16]1[CH:22]=[CH:21][C:20]([O:23][CH3:24])=[CH:19][C:17]=1[NH:18][C:2]1[N:13]=[CH:12][CH:11]=[CH:10][C:3]=1[C:4]([NH:6][CH2:7][C:8]#[CH:9])=[O:5]. (4) Reactant: [CH3:1][S:2][C:3]1[N:8]=[C:7]([NH:9][CH3:10])[C:6]([CH3:11])=[CH:5][N:4]=1.ClC1C=C(C=CC=1)C(OO)=[O:17].C(Cl)Cl.CO.N. Product: [CH3:1][S:2]([C:3]1[N:8]=[C:7]([NH:9][CH3:10])[C:6]([CH3:11])=[CH:5][N:4]=1)=[O:17]. The catalyst class is: 2. (5) Reactant: [CH2:1]([N:3]1[C:15]2[CH:14]=[CH:13][CH:12]=[CH:11][C:10]=2[C:9]2[C:4]1=[CH:5][CH:6]=[CH:7][CH:8]=2)[CH3:2].[Br:16]N1C(=O)CCC1=O.O. Product: [CH2:1]([N:3]1[C:15]2[CH:14]=[CH:13][C:12]([Br:16])=[CH:11][C:10]=2[C:9]2[C:4]1=[CH:5][CH:6]=[CH:7][CH:8]=2)[CH3:2]. The catalyst class is: 3.